This data is from Catalyst prediction with 721,799 reactions and 888 catalyst types from USPTO. The task is: Predict which catalyst facilitates the given reaction. Reactant: [F:1][C@H:2]1[C@@H:7]([OH:8])[CH2:6][CH2:5][N:4]([C:9]([O:11][CH2:12][C:13]2[CH:18]=[CH:17][CH:16]=[CH:15][CH:14]=2)=[O:10])[CH2:3]1.CCN(C(C)C)C(C)C.[CH3:28][S:29](Cl)(=[O:31])=[O:30]. Product: [F:1][C@H:2]1[C@@H:7]([O:8][S:29]([CH3:28])(=[O:31])=[O:30])[CH2:6][CH2:5][N:4]([C:9]([O:11][CH2:12][C:13]2[CH:18]=[CH:17][CH:16]=[CH:15][CH:14]=2)=[O:10])[CH2:3]1. The catalyst class is: 448.